The task is: Predict the product of the given reaction.. This data is from Forward reaction prediction with 1.9M reactions from USPTO patents (1976-2016). (1) The product is: [CH2:30]([O:29][C:27]([C:25]1[CH:26]=[N:22][N:23]([C:2]2[CH:21]=[CH:20][C:5]([O:6][CH:7]3[CH2:12][CH2:11][N:10]([C:13]([O:15][C:16]([CH3:19])([CH3:18])[CH3:17])=[O:14])[CH2:9][CH2:8]3)=[CH:4][CH:3]=2)[CH:24]=1)=[O:28])[CH3:31]. Given the reactants I[C:2]1[CH:21]=[CH:20][C:5]([O:6][CH:7]2[CH2:12][CH2:11][N:10]([C:13]([O:15][C:16]([CH3:19])([CH3:18])[CH3:17])=[O:14])[CH2:9][CH2:8]2)=[CH:4][CH:3]=1.[NH:22]1[CH:26]=[C:25]([C:27]([O:29][CH2:30][CH3:31])=[O:28])[CH:24]=[N:23]1.CN[C@@H]1CCCC[C@H]1NC.C(=O)([O-])[O-].[Cs+].[Cs+], predict the reaction product. (2) Given the reactants CC1(C)CCCC(C)(C)N1.[Li]CCCC.[Cl:16][C:17]1[N:25]=[C:24]2[C:20]([N:21]([CH2:26][C@H:27]3[CH2:32][CH2:31][C@H:30]([CH3:33])[CH2:29][CH2:28]3)[CH:22]=[N:23]2)=[C:19]([NH:34][CH2:35][C:36]2[CH:41]=[CH:40][C:39]([O:42][CH3:43])=[CH:38][C:37]=2[O:44][CH3:45])[N:18]=1.BrC(Cl)(Cl)C(Br)(Cl)[Cl:49], predict the reaction product. The product is: [Cl:16][C:17]1[N:25]=[C:24]2[C:20]([N:21]([CH2:26][C@H:27]3[CH2:32][CH2:31][C@H:30]([CH3:33])[CH2:29][CH2:28]3)[C:22]([Cl:49])=[N:23]2)=[C:19]([NH:34][CH2:35][C:36]2[CH:41]=[CH:40][C:39]([O:42][CH3:43])=[CH:38][C:37]=2[O:44][CH3:45])[N:18]=1. (3) Given the reactants [CH3:1][O:2][C:3]1[CH:4]=[C:5]2[C:10](=[CH:11][CH:12]=1)[C:9]([C:13](=[O:29])[C:14]1[CH:19]=[CH:18][C:17]([O:20][CH2:21][CH2:22][N:23]3[CH2:28][CH2:27][CH2:26][CH2:25][CH2:24]3)=[CH:16][CH:15]=1)=[C:8](OS(C(F)(F)F)(=O)=O)[CH:7]=[CH:6]2.[CH3:38][S:39]([C:42]1[CH:47]=[CH:46][C:45](B(O)O)=[CH:44][CH:43]=1)(=[O:41])=[O:40].C1C=CC(P(C2C=CC=CC=2)C2C=CC=CC=2)=CC=1.C([O-])([O-])=O.[Na+].[Na+], predict the reaction product. The product is: [CH3:38][S:39]([C:42]1[CH:47]=[CH:46][C:45]([C:8]2[CH:7]=[CH:6][C:5]3[C:10](=[CH:11][CH:12]=[C:3]([O:2][CH3:1])[CH:4]=3)[C:9]=2[C:13]([C:14]2[CH:19]=[CH:18][C:17]([O:20][CH2:21][CH2:22][N:23]3[CH2:28][CH2:27][CH2:26][CH2:25][CH2:24]3)=[CH:16][CH:15]=2)=[O:29])=[CH:44][CH:43]=1)(=[O:41])=[O:40]. (4) Given the reactants [CH3:1][O:2][C:3]1[CH:4]=[C:5]2[C:10](=[CH:11][C:12]=1[O:13][CH3:14])[N:9]=[CH:8][N:7]=[C:6]2[O:15][C:16]1[CH:22]=[CH:21][C:19]([NH2:20])=[CH:18][CH:17]=1.Cl[C:24](Cl)([O:26][C:27](=[O:33])OC(Cl)(Cl)Cl)Cl.[CH:35]1(O)[CH2:39]C[CH2:37][CH2:36]1.C(=O)(O)[O-].[Na+], predict the reaction product. The product is: [CH3:1][O:2][C:3]1[CH:4]=[C:5]2[C:10](=[CH:11][C:12]=1[O:13][CH3:14])[N:9]=[CH:8][N:7]=[C:6]2[O:15][C:16]1[CH:22]=[CH:21][C:19]([NH:20][C:27](=[O:33])[O:26][CH:24]2[CH2:37][CH2:36][CH2:35][CH2:39]2)=[CH:18][CH:17]=1. (5) Given the reactants [F:1][C:2]1[CH:42]=[C:41]([NH:43][C:44]([NH:46][C:47]2[CH:51]=[C:50]([CH3:52])[O:49][N:48]=2)=[O:45])[CH:40]=[CH:39][C:3]=1[O:4][C:5]1[CH:10]=[CH:9][N:8]=[C:7]2[CH:11]=[C:12]([C:14]3[CH:38]=[CH:37][C:17]([CH2:18][N:19]([CH2:27][CH2:28][O:29][CH2:30][CH2:31][O:32][CH2:33][CH2:34][O:35][CH3:36])C(=O)OC(C)(C)C)=[CH:16][CH:15]=3)[S:13][C:6]=12.FC(F)(F)C(O)=O, predict the reaction product. The product is: [CH2:18]([C:17]1[CH:37]=[CH:38][C:14]([C:12]2[S:13][C:6]3[C:7](=[N:8][CH:9]=[CH:10][C:5]=3[O:4][C:3]3[CH:39]=[CH:40][C:41]([NH:43][C:44]([NH:46][C:47]4[CH:51]=[C:50]([CH3:52])[O:49][N:48]=4)=[O:45])=[CH:42][C:2]=3[F:1])[CH:11]=2)=[CH:15][CH:16]=1)[NH:19][CH2:27][CH2:28][O:29][CH2:30][CH2:31][O:32][CH2:33][CH2:34][O:35][CH3:36]. (6) The product is: [Cl:1][C:2]1[CH:3]=[CH:4][C:5]2[O:15][C:13]3[C:8](=[N:9][CH:10]=[CH:11][CH:12]=3)[C:6]=2[CH:7]=1. Given the reactants [Cl:1][C:2]1[CH:3]=[CH:4][C:5]([O:15]C)=[C:6]([C:8]2[C:13](N)=[CH:12][CH:11]=[CH:10][N:9]=2)[CH:7]=1.F[B-](F)(F)F.[H+].N([O-])=O.[Na+].C(=O)(O)[O-].[Na+], predict the reaction product. (7) Given the reactants [Br:1][C:2]1[C:7]([CH3:8])=[CH:6][C:5]([CH:9]2[CH2:11][O:10]2)=[CH:4][N:3]=1.[NH2:12][CH2:13][CH2:14][OH:15].CCOC(C)=O.C1COCC1, predict the reaction product. The product is: [Br:1][C:2]1[N:3]=[CH:4][C:5]([CH:9]([OH:10])[CH2:11][NH:12][CH2:13][CH2:14][OH:15])=[CH:6][C:7]=1[CH3:8]. (8) The product is: [CH3:19][C:15]1([CH3:18])[O:14][CH:13]([CH2:12][N:25]2[CH:24]=[C:23]([N+:20]([O-:22])=[O:21])[CH:27]=[N:26]2)[CH2:17][O:16]1. Given the reactants CC1C=CC(S(O[CH2:12][CH:13]2[CH2:17][O:16][C:15]([CH3:19])([CH3:18])[O:14]2)(=O)=O)=CC=1.[N+:20]([C:23]1[CH:24]=[N:25][NH:26][CH:27]=1)([O-:22])=[O:21].C(=O)([O-])[O-].[Cs+].[Cs+], predict the reaction product. (9) Given the reactants [C:1]([C:3]1[CH:8]=[CH:7][N:6]=[C:5]([NH:9][C:10]2[N:15]=[C:14]([C:16]3[CH:17]=[N:18][C:19]([N:22]4[CH2:27][CH2:26][N:25](C(OC(C)(C)C)=O)[CH2:24][CH2:23]4)=[CH:20][CH:21]=3)[CH:13]=[C:12]([CH:35]3[CH2:37][CH2:36]3)[CH:11]=2)[CH:4]=1)#[N:2].C(O)(C(F)(F)F)=O, predict the reaction product. The product is: [CH:35]1([C:12]2[CH:11]=[C:10]([NH:9][C:5]3[CH:4]=[C:3]([C:1]#[N:2])[CH:8]=[CH:7][N:6]=3)[N:15]=[C:14]([C:16]3[CH:17]=[N:18][C:19]([N:22]4[CH2:27][CH2:26][NH:25][CH2:24][CH2:23]4)=[CH:20][CH:21]=3)[CH:13]=2)[CH2:36][CH2:37]1. (10) Given the reactants [F:1][C:2]([F:7])([F:6])[CH2:3][CH2:4][NH2:5].Br[CH:9]1[CH2:13][CH2:12][N:11]([C:14]2[S:15][C:16]([C:20]([NH:22][CH2:23][C:24]3[CH:29]=[CH:28][C:27]([F:30])=[CH:26][CH:25]=3)=[O:21])=[C:17]([CH3:19])[N:18]=2)[C:10]1=[O:31], predict the reaction product. The product is: [F:30][C:27]1[CH:28]=[CH:29][C:24]([CH2:23][NH:22][C:20]([C:16]2[S:15][C:14]([N:11]3[CH2:12][CH2:13][CH:9]([NH:5][CH2:4][CH2:3][C:2]([F:7])([F:6])[F:1])[C:10]3=[O:31])=[N:18][C:17]=2[CH3:19])=[O:21])=[CH:25][CH:26]=1.